From a dataset of Catalyst prediction with 721,799 reactions and 888 catalyst types from USPTO. Predict which catalyst facilitates the given reaction. (1) Reactant: [N:1]1[N:2]([C:11]2[CH:16]=[CH:15][C:14]([N:17]3[CH2:21][CH2:20][CH2:19][C:18]3=[O:22])=[CH:13][CH:12]=2)[CH:3]=[C:4]2[CH2:10][CH2:9][NH:8][CH2:7][CH2:6][C:5]=12.C(=O)([O-])[O-].[K+].[K+].I[CH2:30][CH3:31]. Product: [CH2:30]([N:8]1[CH2:9][CH2:10][C:4]2=[CH:3][N:2]([C:11]3[CH:12]=[CH:13][C:14]([N:17]4[CH2:21][CH2:20][CH2:19][C:18]4=[O:22])=[CH:15][CH:16]=3)[N:1]=[C:5]2[CH2:6][CH2:7]1)[CH3:31]. The catalyst class is: 8. (2) Reactant: Br[CH2:2][C:3]#[N:4].C(N(CC)C(C)C)(C)C.[N:14]([CH2:17][CH:18]([S:32][S:33][CH3:34])[CH2:19][C@H:20]([NH:24][C:25]([O:27][C:28]([CH3:31])([CH3:30])[CH3:29])=[O:26])[C:21]([OH:23])=[O:22])=[N+:15]=[N-:16]. Product: [C:3]([CH2:2][O:23][C:21](=[O:22])[C@@H:20]([NH:24][C:25]([O:27][C:28]([CH3:30])([CH3:29])[CH3:31])=[O:26])[CH2:19][CH:18]([S:32][S:33][CH3:34])[CH2:17][N:14]=[N+:15]=[N-:16])#[N:4]. The catalyst class is: 10. (3) Reactant: C(=O)([O-])[O-].[Cs+].[Cs+].[Br:7][C:8]1[CH:16]=[CH:15][CH:14]=[C:13]2[C:9]=1[C:10]([CH:17]=[O:18])=[CH:11][NH:12]2.I[CH:20]([CH3:22])[CH3:21]. Product: [Br:7][C:8]1[CH:16]=[CH:15][CH:14]=[C:13]2[C:9]=1[C:10]([CH:17]=[O:18])=[CH:11][N:12]2[CH:20]([CH3:22])[CH3:21]. The catalyst class is: 3.